The task is: Predict the reactants needed to synthesize the given product.. This data is from Full USPTO retrosynthesis dataset with 1.9M reactions from patents (1976-2016). Given the product [C:12]([O:11][C:9](=[O:10])[NH:16][C@H:17]([C:26](=[O:27])[NH2:28])[CH2:18][C:19]1[CH:20]=[CH:21][C:22]([OH:25])=[CH:23][CH:24]=1)([CH3:13])([CH3:14])[CH3:15], predict the reactants needed to synthesize it. The reactants are: [C:9](O[C:9]([O:11][C:12]([CH3:15])([CH3:14])[CH3:13])=[O:10])([O:11][C:12]([CH3:15])([CH3:14])[CH3:13])=[O:10].[NH2:16][C@H:17]([C:26]([NH2:28])=[O:27])[CH2:18][C:19]1[CH:24]=[CH:23][C:22]([OH:25])=[CH:21][CH:20]=1.[OH-].[Na+].